From a dataset of Full USPTO retrosynthesis dataset with 1.9M reactions from patents (1976-2016). Predict the reactants needed to synthesize the given product. (1) Given the product [CH:1]1[CH:6]=[N:5][CH:4]=[C:3]2[CH2:7][O:8][C:9]3[CH:10]=[C:11]([C:15]([NH:16][CH2:15][C:11]4[CH:10]=[C:9]([C:18]5[S:19][CH:20]=[C:21]([C:23]([O:25][CH2:26][CH3:27])=[O:24])[N:22]=5)[CH:14]=[CH:13][CH:12]=4)=[O:36])[CH:12]=[CH:13][C:14]=3[C:2]=12, predict the reactants needed to synthesize it. The reactants are: [CH:1]1[CH:6]=[N:5][CH:4]=[C:3]2[CH2:7][O:8][C:9]3[CH:10]=[C:11]([C:15]#[N:16])[CH:12]=[CH:13][C:14]=3[C:2]=12.Br[C:18]1[S:19][CH:20]=[C:21]([C:23]([O:25][CH2:26][CH3:27])=[O:24])[N:22]=1.[O-]P([O-])([O-])=O.[K+].[K+].[K+].[OH2:36]. (2) The reactants are: Cl[C:2]1[N:7]=[C:6]2[CH:8]=[C:9]([C:20]([O:22][CH2:23][CH3:24])=[O:21])[N:10]([S:11]([C:14]3[CH:19]=[CH:18][CH:17]=[CH:16][CH:15]=3)(=[O:13])=[O:12])[C:5]2=[CH:4][CH:3]=1.[NH:25]([C:34]([O:36][C:37]([CH3:40])([CH3:39])[CH3:38])=[O:35])[NH:26][C:27]([O:29][C:30]([CH3:33])([CH3:32])[CH3:31])=[O:28].C([O-])([O-])=O.[Cs+].[Cs+].C1(C)C=CC=CC=1. Given the product [CH2:23]([O:22][C:20]([C:9]1[N:10]([S:11]([C:14]2[CH:19]=[CH:18][CH:17]=[CH:16][CH:15]=2)(=[O:13])=[O:12])[C:5]2[C:6](=[N:7][C:2]([N:25]([C:34]([O:36][C:37]([CH3:40])([CH3:39])[CH3:38])=[O:35])[NH:26][C:27]([O:29][C:30]([CH3:31])([CH3:32])[CH3:33])=[O:28])=[CH:3][CH:4]=2)[CH:8]=1)=[O:21])[CH3:24], predict the reactants needed to synthesize it. (3) Given the product [Cl:1][C:2]1[CH:31]=[CH:30][CH:29]=[C:28]([CH:32]2[CH2:34][CH2:33]2)[C:3]=1[C:4]([N:6]1[C:14]2[C:9](=[C:10]([F:15])[CH:11]=[CH:12][CH:13]=2)[C:8]([N:16]2[CH2:21][CH2:20][CH:19]([C:22]([OH:24])=[O:23])[CH:18]([OH:27])[CH2:17]2)=[N:7]1)=[O:5], predict the reactants needed to synthesize it. The reactants are: [Cl:1][C:2]1[CH:31]=[CH:30][CH:29]=[C:28]([CH:32]2[CH2:34][CH2:33]2)[C:3]=1[C:4]([N:6]1[C:14]2[C:9](=[C:10]([F:15])[CH:11]=[CH:12][CH:13]=2)[C:8]([N:16]2[CH2:21][CH2:20][CH:19]([C:22]([O:24]CC)=[O:23])[CH:18]([OH:27])[CH2:17]2)=[N:7]1)=[O:5].[OH-].[Li+].C1COCC1.Cl. (4) Given the product [F:51][C:48]1([F:50])[CH2:49][N:42]2[C@@H:43]([CH2:44][C:1](=[O:4])[CH2:2][CH2:40]2)[CH2:47]1, predict the reactants needed to synthesize it. The reactants are: [CH2:1]([O:4]C(N1CC=C(C2C(C3C=CN=C(F)C=3)=C(C3C=CC(F)=CC=3)NC=2)CC1)=O)[CH:2]=C.C(O[C:40]([N:42]1[CH2:49][C:48]([F:51])([F:50])[CH2:47][C@H:43]1[C:44](O)=O)=O)C1C=CC=CC=1.C(OC(N1C[C@H](OC)C[C@H]1C(O)=O)=O)C1C=CC=CC=1. (5) The reactants are: [CH3:1][O:2][C:3]1[CH:22]=[CH:21][CH:20]=[CH:19][C:4]=1[CH2:5][N:6]1[CH:15]=[CH:14][C:13]2[C:8](=[CH:9][CH:10]=[C:11]([NH:16]N)[CH:12]=2)[C:7]1=[O:18].[NH:23]1C2[C:26](=[CH:27]C=CC=2)[CH:25]=[CH:24]1.[Cl:32]CCCC1OCCO1. Given the product [NH2:23][CH2:24][CH2:25][C:26]1[C:12]2=[C:13]3[C:8](=[CH:9][CH:10]=[C:11]2[NH:16][CH:27]=1)[C:7](=[O:18])[N:6]([CH2:5][C:4]1[CH:19]=[CH:20][CH:21]=[CH:22][C:3]=1[O:2][CH3:1])[CH:15]=[CH:14]3.[ClH:32], predict the reactants needed to synthesize it. (6) Given the product [C:1]([N:8]1[CH2:12][C@@H:11]([N:13]([CH:20]2[CH2:25][CH2:24][C:23]([CH3:27])([CH3:26])[CH2:22][CH2:21]2)[C:14](=[O:19])[C:15]([CH3:17])([CH3:18])[CH3:16])[CH2:10][C@H:9]1[CH2:28][NH:29][C:30](=[O:32])[CH3:31])([O:3][C:4]([CH3:5])([CH3:6])[CH3:7])=[O:2], predict the reactants needed to synthesize it. The reactants are: [C:1]([N:8]1[CH2:12][C@@H:11]([N:13]([CH:20]2[CH2:25][CH2:24][C:23]([CH3:27])([CH3:26])[CH2:22][CH2:21]2)[C:14](=[O:19])[C:15]([CH3:18])([CH3:17])[CH3:16])[CH2:10][C@H:9]1[CH2:28][NH2:29])([O:3][C:4]([CH3:7])([CH3:6])[CH3:5])=[O:2].[C:30](O)(=[O:32])[CH3:31].CN(C(ON1N=NC2C=CC=CC1=2)=[N+](C)C)C.F[P-](F)(F)(F)(F)F.CCN(C(C)C)C(C)C. (7) Given the product [Si:1]([O:8][CH2:9][CH2:10][C@H:11]1[C:16]2[CH:17]=[CH:18][C:19]([NH:21][S:33]([CH2:32][CH2:31][CH2:30][Cl:29])(=[O:35])=[O:34])=[CH:20][C:15]=2[CH2:14][CH2:13][O:12]1)([C:4]([CH3:6])([CH3:7])[CH3:5])([CH3:3])[CH3:2], predict the reactants needed to synthesize it. The reactants are: [Si:1]([O:8][CH2:9][CH2:10][C@H:11]1[C:16]2[CH:17]=[CH:18][C:19]([NH2:21])=[CH:20][C:15]=2[CH2:14][CH2:13][O:12]1)([C:4]([CH3:7])([CH3:6])[CH3:5])([CH3:3])[CH3:2].C(N(CC)CC)C.[Cl:29][CH2:30][CH2:31][CH2:32][S:33](Cl)(=[O:35])=[O:34].[OH-].[Na+].